From a dataset of Full USPTO retrosynthesis dataset with 1.9M reactions from patents (1976-2016). Predict the reactants needed to synthesize the given product. (1) Given the product [CH2:15]([O:17][Si:18]([O:22][CH2:23][CH3:24])([O:19][CH2:20][CH3:21])[CH2:14][CH2:13][CH2:12][CH2:11][CH2:10][CH2:9][CH2:8][CH2:7][CH2:6][CH2:5][CH2:4][CH2:3][CH2:2][CH2:1][Si:29]([O:28][CH2:32][CH3:39])([O:19][CH2:20][CH3:21])[O:17][CH2:15][CH3:16])[CH3:16], predict the reactants needed to synthesize it. The reactants are: [CH2:1]=[CH:2][CH2:3][CH2:4][CH2:5][CH2:6][CH2:7][CH2:8][CH2:9][CH2:10][CH2:11][CH2:12][CH:13]=[CH2:14].[CH2:15]([O:17][SiH:18]([O:22][CH2:23][CH3:24])[O:19][CH2:20][CH3:21])[CH3:16].C([Si](C)(C)[O:28][SiH3:29])=C.[C:32]1([CH3:39])C(C)=CC=CC=1. (2) Given the product [Br:1][C:2]1[CH:3]=[C:4]2[N:9]=[C:17]([C:16]3[CH:19]=[CH:20][C:13]([N+:10]([O-:12])=[O:11])=[CH:14][CH:15]=3)[NH:8][C:5]2=[N:6][CH:7]=1, predict the reactants needed to synthesize it. The reactants are: [Br:1][C:2]1[CH:3]=[C:4]([NH2:9])[C:5]([NH2:8])=[N:6][CH:7]=1.[N+:10]([C:13]1[CH:20]=[CH:19][C:16]([CH:17]=O)=[CH:15][CH:14]=1)([O-:12])=[O:11]. (3) Given the product [CH3:2][O:3][NH:4][N:8]([C:9]#[N:10])[C:7]([NH:11][C:12]1[CH:13]=[N:14][C:15]([Cl:18])=[CH:16][CH:17]=1)=[NH:21], predict the reactants needed to synthesize it. The reactants are: Cl.[CH3:2][O:3][NH2:4].CS[C:7](=[N:11][C:12]1[CH:13]=[N:14][C:15]([Cl:18])=[CH:16][CH:17]=1)[NH:8][C:9]#[N:10].C([N:21](CC)CC)C. (4) Given the product [Br:1][C:2]1[CH:9]=[CH:8][C:5]([CH2:6][N:17]2[CH2:22][CH2:21][S:20][CH2:19][CH2:18]2)=[CH:4][CH:3]=1, predict the reactants needed to synthesize it. The reactants are: [Br:1][C:2]1[CH:9]=[CH:8][C:5]([CH2:6]Br)=[CH:4][CH:3]=1.C(N(CC)CC)C.[NH:17]1[CH2:22][CH2:21][S:20][CH2:19][CH2:18]1. (5) Given the product [F:22][C:3]1[C:2]([C:27]2[CH:28]=[N:23][CH:24]=[N:25][CH:26]=2)=[CH:21][CH:20]=[CH:19][C:4]=1[C:5]([NH:7][C:8]1[CH:13]=[CH:12][C:11]([O:14][C:15]([F:18])([F:17])[F:16])=[CH:10][CH:9]=1)=[O:6], predict the reactants needed to synthesize it. The reactants are: Br[C:2]1[C:3]([F:22])=[C:4]([CH:19]=[CH:20][CH:21]=1)[C:5]([NH:7][C:8]1[CH:13]=[CH:12][C:11]([O:14][C:15]([F:18])([F:17])[F:16])=[CH:10][CH:9]=1)=[O:6].[N:23]1[CH:28]=[C:27](B(O)O)[CH:26]=[N:25][CH:24]=1. (6) Given the product [C:60]([O:59][C@@H:36]([C:37]1[C:38]([C:52]2[CH:57]=[CH:56][C:55]([Cl:58])=[CH:54][CH:53]=2)=[C:39]2[C:44](=[CH:45][C:46]=1[CH3:47])[N:43]=[C:42]([C:48]([F:49])([F:51])[F:50])[CH:41]=[CH:40]2)[CH2:35][OH:34])([CH3:63])([CH3:61])[CH3:62], predict the reactants needed to synthesize it. The reactants are: C(O[C@@H](C1C(C2C=CC(Cl)=CC=2)=C2C(=CC=1Cl)N=C(C)C=C2)CO)(C)(C)C.C([O:34][CH2:35][C@@H:36]([O:59][C:60]([CH3:63])([CH3:62])[CH3:61])[C:37]1[C:38]([C:52]2[CH:57]=[CH:56][C:55]([Cl:58])=[CH:54][CH:53]=2)=[C:39]2[C:44](=[CH:45][C:46]=1[CH3:47])[N:43]=[C:42]([C:48]([F:51])([F:50])[F:49])[CH:41]=[CH:40]2)(=O)C(C)(C)C. (7) Given the product [NH2:1][C:2]1[N:7]=[CH:6][C:5]([C:8]2[CH:9]=[CH:10][C:11]([C:12]([NH:27][CH2:28][CH:29]([OH:36])[CH2:30][N:31]3[CH2:35][CH2:34][CH2:33][CH2:32]3)=[O:13])=[CH:15][CH:16]=2)=[CH:4][C:3]=1[O:17][CH2:18][C:19]1[C:20]([Cl:26])=[CH:21][CH:22]=[CH:23][C:24]=1[Cl:25], predict the reactants needed to synthesize it. The reactants are: [NH2:1][C:2]1[N:7]=[CH:6][C:5]([C:8]2[CH:16]=[CH:15][C:11]([C:12](O)=[O:13])=[CH:10][CH:9]=2)=[CH:4][C:3]=1[O:17][CH2:18][C:19]1[C:24]([Cl:25])=[CH:23][CH:22]=[CH:21][C:20]=1[Cl:26].[NH2:27][CH2:28][CH:29]([OH:36])[CH2:30][N:31]1[CH2:35][CH2:34][CH2:33][CH2:32]1. (8) The reactants are: C(OC([N:8]1[CH2:12][CH2:11][CH2:10][C@H:9]1[C@@H:13]([OH:31])[C@H:14]([C:24]1[CH:29]=[CH:28][CH:27]=[C:26]([F:30])[CH:25]=1)[N:15]1[C:23]2[C:18](=[CH:19][CH:20]=[CH:21][CH:22]=2)[CH:17]=[CH:16]1)=O)(C)(C)C.Cl. Given the product [F:30][C:26]1[CH:25]=[C:24]([C@H:14]([N:15]2[C:23]3[C:18](=[CH:19][CH:20]=[CH:21][CH:22]=3)[CH:17]=[CH:16]2)[C@@H:13]([C@@H:9]2[CH2:10][CH2:11][CH2:12][NH:8]2)[OH:31])[CH:29]=[CH:28][CH:27]=1, predict the reactants needed to synthesize it.